The task is: Predict the product of the given reaction.. This data is from Forward reaction prediction with 1.9M reactions from USPTO patents (1976-2016). (1) The product is: [CH2:1]([O:3][C:4]([C:6]1[CH2:7][CH2:8][N:9]([CH2:20][C:21]2[CH:26]=[CH:25][CH:24]=[CH:23][CH:22]=2)[CH2:10][C:11]=1[C:33]1[CH:38]=[CH:37][CH:36]=[CH:35][CH:34]=1)=[O:5])[CH3:2]. Given the reactants [CH2:1]([O:3][C:4]([C:6]1[CH2:7][CH2:8][N:9]([CH2:20][C:21]2[CH:26]=[CH:25][CH:24]=[CH:23][CH:22]=2)[CH2:10][C:11]=1OS(C(F)(F)F)(=O)=O)=[O:5])[CH3:2].C([O-])([O-])=O.[K+].[K+].[C:33]1(B(O)O)[CH:38]=[CH:37][CH:36]=[CH:35][CH:34]=1, predict the reaction product. (2) Given the reactants [Cl:1][C:2]1[N:10]=[CH:9][CH:8]=[CH:7][C:3]=1[C:4](O)=O.[F:11][C:12]1[CH:13]=[C:14]([NH2:20])[C:15]([NH2:19])=[CH:16][C:17]=1[F:18], predict the reaction product. The product is: [Cl:1][C:2]1[C:3]([C:4]2[NH:19][C:15]3[CH:16]=[C:17]([F:18])[C:12]([F:11])=[CH:13][C:14]=3[N:20]=2)=[CH:7][CH:8]=[CH:9][N:10]=1. (3) Given the reactants CC/C=C\C/C=C\C/C=C\CCCCCCCCO.[CH2:20]([Br:38])[CH2:21][CH2:22][CH2:23][CH2:24][CH2:25][CH2:26][CH2:27][CH2:28][CH2:29][CH2:30][CH2:31][CH2:32][CH2:33][CH2:34][CH2:35][CH2:36][CH3:37], predict the reaction product. The product is: [Br:38][CH2:20][CH2:21][CH2:22][CH2:23][CH2:24][CH2:25][CH2:26][CH2:27]/[CH:28]=[CH:29]\[CH2:30]/[CH:31]=[CH:32]\[CH2:33]/[CH:34]=[CH:35]\[CH2:36][CH3:37]. (4) Given the reactants [NH2:1][C:2]1[CH:3]=[C:4]([O:16][CH2:17][CH2:18][O:19][CH3:20])[CH:5]=[C:6]2[C:10]=1[NH:9][C:8]([C:11]([O:13][CH2:14][CH3:15])=[O:12])=[CH:7]2.N1C(C)=CC=CC=1C.[CH3:29][N:30]1[CH:34]=[CH:33][N:32]=[C:31]1[S:35](Cl)(=[O:37])=[O:36].Cl, predict the reaction product. The product is: [CH3:20][O:19][CH2:18][CH2:17][O:16][C:4]1[CH:5]=[C:6]2[C:10](=[C:2]([NH:1][S:35]([C:31]3[N:30]([CH3:29])[CH:34]=[CH:33][N:32]=3)(=[O:37])=[O:36])[CH:3]=1)[NH:9][C:8]([C:11]([O:13][CH2:14][CH3:15])=[O:12])=[CH:7]2.